From a dataset of Peptide-MHC class I binding affinity with 185,985 pairs from IEDB/IMGT. Regression. Given a peptide amino acid sequence and an MHC pseudo amino acid sequence, predict their binding affinity value. This is MHC class I binding data. (1) The peptide sequence is WKFDSSLAR. The MHC is HLA-B15:03 with pseudo-sequence HLA-B15:03. The binding affinity (normalized) is 0.0847. (2) The peptide sequence is IRQAGVQY. The MHC is HLA-B07:02 with pseudo-sequence HLA-B07:02. The binding affinity (normalized) is 0. (3) The peptide sequence is GSVNVVYTF. The MHC is HLA-B35:01 with pseudo-sequence HLA-B35:01. The binding affinity (normalized) is 0.379. (4) The peptide sequence is YFNTHDVYF. The MHC is HLA-B07:02 with pseudo-sequence HLA-B07:02. The binding affinity (normalized) is 0.259. (5) The peptide sequence is ELGFNYPEY. The MHC is HLA-A03:01 with pseudo-sequence HLA-A03:01. The binding affinity (normalized) is 0.0213. (6) The peptide sequence is ELIRRVRRY. The MHC is HLA-B48:01 with pseudo-sequence HLA-B48:01. The binding affinity (normalized) is 0.0847.